Task: Predict the product of the given reaction.. Dataset: Forward reaction prediction with 1.9M reactions from USPTO patents (1976-2016) (1) Given the reactants Cl.Cl.[CH3:3][Si:4]([CH3:31])([CH3:30])[CH2:5][CH2:6][O:7][CH2:8][N:9]1[C:13]2[N:14]=[CH:15][N:16]=[C:17]([C:18]3[CH:19]=[N:20][N:21]([C:23]4([CH2:27][C:28]#[N:29])[CH2:26][NH:25][CH2:24]4)[CH:22]=3)[C:12]=2[CH:11]=[CH:10]1.O=[C:33]1[CH2:38][CH2:37][CH:36]([O:39][C:40]2[N:45]=[C:44]([C:46]([F:49])([F:48])[F:47])[N:43]=[C:42]([C:50]([OH:52])=[O:51])[CH:41]=2)[CH2:35][CH2:34]1.ClCCCl.C(O[BH-](OC(=O)C)OC(=O)C)(=O)C.[Na+], predict the reaction product. The product is: [C:28]([CH2:27][C:23]1([N:21]2[CH:22]=[C:18]([C:17]3[C:12]4[CH:11]=[CH:10][N:9]([CH2:8][O:7][CH2:6][CH2:5][Si:4]([CH3:30])([CH3:3])[CH3:31])[C:13]=4[N:14]=[CH:15][N:16]=3)[CH:19]=[N:20]2)[CH2:24][N:25]([C@@H:33]2[CH2:38][CH2:37][C@H:36]([O:39][C:40]3[N:45]=[C:44]([C:46]([F:48])([F:47])[F:49])[N:43]=[C:42]([C:50]([OH:52])=[O:51])[CH:41]=3)[CH2:35][CH2:34]2)[CH2:26]1)#[N:29]. (2) Given the reactants C1(N(Cl)[C:7](=[O:8])N(Cl)C(=O)N1Cl)=O.F[C:14]1C=[CH:18][C:17]([CH3:20])=[C:16]([N+]([O-])=O)[CH:15]=1.CC(O)=[O:26].OS(O)(=O)=O, predict the reaction product. The product is: [CH3:20][C:17]1[CH:18]=[C:7]([OH:8])[C:14](=[CH:15][CH:16]=1)[OH:26]. (3) Given the reactants [O:1]1[C:6]2[CH:7]=[CH:8][CH:9]=[CH:10][C:5]=2[O:4][CH2:3][C@@H:2]1[C:11](Cl)=[O:12].Cl.[CH3:15][O:16][C:17]1[CH:18]=[C:19]([CH:23]2[CH2:28][CH2:27][CH2:26][NH:25][CH2:24]2)[CH:20]=[CH:21][CH:22]=1.C(N(CC)CC)C, predict the reaction product. The product is: [O:1]1[C:6]2[CH:7]=[CH:8][CH:9]=[CH:10][C:5]=2[O:4][CH2:3][C@@H:2]1[C:11]([N:25]1[CH2:26][CH2:27][CH2:28][C@@H:23]([C:19]2[CH:20]=[CH:21][CH:22]=[C:17]([O:16][CH3:15])[CH:18]=2)[CH2:24]1)=[O:12]. (4) The product is: [CH3:14][Si:15]([CH3:22])([CH3:21])[CH2:16][CH2:17][O:18][CH2:19][N:3]1[C:11]2[C:6](=[CH:7][C:8]([CH:12]=[O:13])=[CH:9][CH:10]=2)[CH:5]=[CH:4]1. Given the reactants [H-].[Na+].[NH:3]1[C:11]2[C:6](=[CH:7][C:8]([CH:12]=[O:13])=[CH:9][CH:10]=2)[CH:5]=[CH:4]1.[CH3:14][Si:15]([CH3:22])([CH3:21])[CH2:16][CH2:17][O:18][CH2:19]Cl.Cl, predict the reaction product. (5) Given the reactants [Br:1][C:2]1[CH:3]=[C:4]2[C:9](=[CH:10][CH:11]=1)[O:8][C:7]([CH3:16])([C:12]([F:15])([F:14])[F:13])[CH2:6][C@H:5]2O.C1(P([N:32]=[N+:33]=[N-:34])(C2C=CC=CC=2)=O)C=CC=CC=1.N12CCCN=C1CCCCC2, predict the reaction product. The product is: [N:32]([C@@H:5]1[C:4]2[C:9](=[CH:10][CH:11]=[C:2]([Br:1])[CH:3]=2)[O:8][C:7]([CH3:16])([C:12]([F:15])([F:14])[F:13])[CH2:6]1)=[N+:33]=[N-:34]. (6) Given the reactants [CH3:1][CH:2]1[CH2:6][CH2:5][CH2:4][CH:3]1[OH:7].[S:8](Cl)([C:11]1[CH:17]=[CH:16][C:14]([CH3:15])=[CH:13][CH:12]=1)(=[O:10])=[O:9], predict the reaction product. The product is: [CH3:15][C:14]1[CH:16]=[CH:17][C:11]([S:8]([O:7][CH:3]2[CH2:4][CH2:5][CH2:6][CH:2]2[CH3:1])(=[O:10])=[O:9])=[CH:12][CH:13]=1.